From a dataset of Forward reaction prediction with 1.9M reactions from USPTO patents (1976-2016). Predict the product of the given reaction. Given the reactants Br[C:2]1[N:25]=[CH:24][C:5]2[N:6]([C:21](=[O:23])[CH3:22])[C@@H:7]([CH3:20])[CH2:8][N:9]([S:10]([C:13]3[CH:19]=[CH:18][C:16]([CH3:17])=[CH:15][CH:14]=3)(=[O:12])=[O:11])[C:4]=2[CH:3]=1.[CH3:26][S:27]([C:30]1[CH:35]=[CH:34][C:33](B(O)O)=[CH:32][CH:31]=1)(=[O:29])=[O:28].C1(P(C2CCCCC2)C2C=CC=CC=2C2C(C(C)C)=CC(C(C)C)=CC=2C(C)C)CCCCC1.C(=O)([O-])[O-].[Cs+].[Cs+], predict the reaction product. The product is: [CH3:20][C@H:7]1[CH2:8][N:9]([S:10]([C:13]2[CH:19]=[CH:18][C:16]([CH3:17])=[CH:15][CH:14]=2)(=[O:12])=[O:11])[C:4]2[CH:3]=[C:2]([C:33]3[CH:34]=[CH:35][C:30]([S:27]([CH3:26])(=[O:29])=[O:28])=[CH:31][CH:32]=3)[N:25]=[CH:24][C:5]=2[N:6]1[C:21](=[O:23])[CH3:22].